From a dataset of Catalyst prediction with 721,799 reactions and 888 catalyst types from USPTO. Predict which catalyst facilitates the given reaction. (1) Reactant: Br[C:2]1[CH:7]=[CH:6][C:5]([N:8]2[CH:12]=[C:11]([C:13]3[CH:17]=[C:16]([C:18]([F:21])([F:20])[F:19])[O:15][N:14]=3)[N:10]=[C:9]2[C:22]2[CH:27]=[CH:26][CH:25]=[CH:24][C:23]=2[Cl:28])=[C:4]([Cl:29])[CH:3]=1.[CH3:30][S:31]([C:34]1[CH:35]=[C:36](B(O)O)[CH:37]=[CH:38][CH:39]=1)(=[O:33])=[O:32].C([O-])([O-])=O.[K+].[K+].COCCOC. Product: [Cl:29][C:4]1[CH:3]=[C:2]([C:38]2[CH:37]=[CH:36][CH:35]=[C:34]([S:31]([CH3:30])(=[O:33])=[O:32])[CH:39]=2)[CH:7]=[CH:6][C:5]=1[N:8]1[CH:12]=[C:11]([C:13]2[CH:17]=[C:16]([C:18]([F:21])([F:20])[F:19])[O:15][N:14]=2)[N:10]=[C:9]1[C:22]1[CH:27]=[CH:26][CH:25]=[CH:24][C:23]=1[Cl:28]. The catalyst class is: 161. (2) Reactant: [CH3:1][O:2][C:3](=[O:31])[C@@H:4]([NH:20][C:21](=[O:30])[C:22]1[CH:27]=[C:26](Br)[CH:25]=[CH:24][C:23]=1[OH:29])[CH2:5][C:6]1[CH:11]=[CH:10][C:9]([O:12]CC2C=CC=CC=2)=[CH:8][CH:7]=1. Product: [CH3:1][O:2][C:3](=[O:31])[C@@H:4]([NH:20][C:21](=[O:30])[C:22]1[CH:27]=[CH:26][CH:25]=[CH:24][C:23]=1[OH:29])[CH2:5][C:6]1[CH:7]=[CH:8][C:9]([OH:12])=[CH:10][CH:11]=1. The catalyst class is: 19. (3) Reactant: [C:1](Cl)(=[O:3])[CH3:2].Cl.Cl.[NH:7]1[CH2:12][CH2:11][CH:10]([O:13][C:14]2[CH:15]=[C:16]3[C:21](=[CH:22][C:23]=2[O:24][CH3:25])[N:20]=[CH:19][N:18]=[C:17]3[NH:26][C:27]2[CH:32]=[CH:31][CH:30]=[C:29]([Cl:33])[C:28]=2[F:34])[CH2:9][CH2:8]1.C(N(C(C)C)CC)(C)C. Product: [C:1]([N:7]1[CH2:12][CH2:11][CH:10]([O:13][C:14]2[CH:15]=[C:16]3[C:21](=[CH:22][C:23]=2[O:24][CH3:25])[N:20]=[CH:19][N:18]=[C:17]3[NH:26][C:27]2[CH:32]=[CH:31][CH:30]=[C:29]([Cl:33])[C:28]=2[F:34])[CH2:9][CH2:8]1)(=[O:3])[CH3:2]. The catalyst class is: 2. (4) Reactant: F[C:2]1[CH:7]=[CH:6][C:5]([N+:8]([O-:10])=[O:9])=[C:4]([F:11])[C:3]=1[F:12].[CH2:13]([OH:20])[C:14]1[CH:19]=[CH:18][CH:17]=[CH:16][CH:15]=1.C([O-])([O-])=O.[K+].[K+].O. Product: [CH2:13]([O:20][C:2]1[CH:7]=[CH:6][C:5]([N+:8]([O-:10])=[O:9])=[C:4]([F:11])[C:3]=1[F:12])[C:14]1[CH:19]=[CH:18][CH:17]=[CH:16][CH:15]=1. The catalyst class is: 3. (5) The catalyst class is: 8. Reactant: [C:1]([C:3]([CH3:29])([CH3:28])[CH2:4][NH:5][C:6]([C:8]1[C:12]([NH:13][C:14]([C:16]2[CH:21]=[CH:20][CH:19]=[CH:18][N:17]=2)=[O:15])=[CH:11][N:10](C2CCCCO2)[N:9]=1)=[O:7])#[N:2].O.C1(C)C=CC(S(O)(=O)=O)=CC=1.C(=O)([O-])O.[Na+]. Product: [C:1]([C:3]([CH3:29])([CH3:28])[CH2:4][NH:5][C:6]([C:8]1[C:12]([NH:13][C:14]([C:16]2[CH:21]=[CH:20][CH:19]=[CH:18][N:17]=2)=[O:15])=[CH:11][NH:10][N:9]=1)=[O:7])#[N:2]. (6) Reactant: [N+:1]([C:4]1[CH:8]=[C:7]([C:9]([OH:11])=O)[NH:6][N:5]=1)([O-:3])=[O:2].[F:12][C:13]1[CH:14]=[C:15]([CH:17]=[CH:18][CH:19]=1)[NH2:16].Cl.CN(C)CCCN=C=NCC.OC1C=CC=C[N+]=1[O-]. Product: [F:12][C:13]1[CH:14]=[C:15]([NH:16][C:9]([C:7]2[NH:6][N:5]=[C:4]([N+:1]([O-:3])=[O:2])[CH:8]=2)=[O:11])[CH:17]=[CH:18][CH:19]=1. The catalyst class is: 9. (7) Reactant: C(N=C=NC(C)C)(C)C.[CH3:10][C:11]1[CH2:15][C:14]2([CH2:20][CH2:19][CH:18]([C:21]([OH:23])=O)[CH2:17][CH2:16]2)[O:13][N:12]=1.O.O[N:26]1[C:30]2[CH:31]=[CH:32][CH:33]=[CH:34][C:29]=2N=N1.[C:35](NC1C=CC=CC=1)([CH3:38])([CH3:37])[CH3:36]. Product: [C:35]([C:33]1[CH:32]=[CH:31][C:30]([NH:26][C:21]([CH:18]2[CH2:17][CH2:16][C:14]3([O:13][N:12]=[C:11]([CH3:10])[CH2:15]3)[CH2:20][CH2:19]2)=[O:23])=[CH:29][CH:34]=1)([CH3:38])([CH3:37])[CH3:36]. The catalyst class is: 2. (8) Reactant: [C:1]1([Mg]Br)[CH:6]=[CH:5][CH:4]=[CH:3][CH:2]=1.C(OCC)C.CON(C)[C:17]([C@H:19]1[CH2:24][CH2:23][CH2:22][N:21]([C:25]([O:27][C:28]([CH3:31])([CH3:30])[CH3:29])=[O:26])[CH2:20]1)=[O:18]. Product: [C:28]([O:27][C:25]([N:21]1[CH2:22][CH2:23][CH2:24][C@H:19]([C:17](=[O:18])[C:1]2[CH:6]=[CH:5][CH:4]=[CH:3][CH:2]=2)[CH2:20]1)=[O:26])([CH3:31])([CH3:30])[CH3:29]. The catalyst class is: 1. (9) Reactant: [N:1]([C:4]1[N:9]=[CH:8][N:7]=[C:6]([O:10][C:11]2[CH:16]=[CH:15][C:14]([NH:17][C:18]([NH:20][C:21]3[N:22]([C:30]4[CH:35]=[CH:34][C:33]([CH3:36])=[CH:32][CH:31]=4)[N:23]=[C:24]([C:26]([CH3:29])([CH3:28])[CH3:27])[CH:25]=3)=[O:19])=[CH:13][CH:12]=2)[CH:5]=1)=[N+]=[N-]. Product: [NH2:1][C:4]1[N:9]=[CH:8][N:7]=[C:6]([O:10][C:11]2[CH:16]=[CH:15][C:14]([NH:17][C:18]([NH:20][C:21]3[N:22]([C:30]4[CH:31]=[CH:32][C:33]([CH3:36])=[CH:34][CH:35]=4)[N:23]=[C:24]([C:26]([CH3:29])([CH3:28])[CH3:27])[CH:25]=3)=[O:19])=[CH:13][CH:12]=2)[CH:5]=1. The catalyst class is: 19. (10) Reactant: [O:1]1[CH2:6][CH2:5][CH2:4][O:3][CH:2]1[CH2:7][CH:8]=[C:9]1[CH2:14][CH2:13][N:12]([C:15]2[CH:25]=[CH:24][C:18]([C:19]([O:21][CH2:22][CH3:23])=[O:20])=[CH:17][CH:16]=2)[CH2:11][CH2:10]1. Product: [O:1]1[CH2:6][CH2:5][CH2:4][O:3][CH:2]1[CH2:7][CH2:8][CH:9]1[CH2:10][CH2:11][N:12]([C:15]2[CH:16]=[CH:17][C:18]([C:19]([O:21][CH2:22][CH3:23])=[O:20])=[CH:24][CH:25]=2)[CH2:13][CH2:14]1. The catalyst class is: 153.